Dataset: NCI-60 drug combinations with 297,098 pairs across 59 cell lines. Task: Regression. Given two drug SMILES strings and cell line genomic features, predict the synergy score measuring deviation from expected non-interaction effect. (1) Drug 1: CC1=C2C(C(=O)C3(C(CC4C(C3C(C(C2(C)C)(CC1OC(=O)C(C(C5=CC=CC=C5)NC(=O)C6=CC=CC=C6)O)O)OC(=O)C7=CC=CC=C7)(CO4)OC(=O)C)O)C)OC(=O)C. Drug 2: CS(=O)(=O)CCNCC1=CC=C(O1)C2=CC3=C(C=C2)N=CN=C3NC4=CC(=C(C=C4)OCC5=CC(=CC=C5)F)Cl. Cell line: K-562. Synergy scores: CSS=47.3, Synergy_ZIP=16.0, Synergy_Bliss=18.3, Synergy_Loewe=-25.4, Synergy_HSA=13.0. (2) Synergy scores: CSS=59.5, Synergy_ZIP=-7.61, Synergy_Bliss=-9.56, Synergy_Loewe=-3.16, Synergy_HSA=-1.48. Drug 1: CC1OCC2C(O1)C(C(C(O2)OC3C4COC(=O)C4C(C5=CC6=C(C=C35)OCO6)C7=CC(=C(C(=C7)OC)O)OC)O)O. Drug 2: CC1C(C(CC(O1)OC2CC(CC3=C2C(=C4C(=C3O)C(=O)C5=C(C4=O)C(=CC=C5)OC)O)(C(=O)CO)O)N)O.Cl. Cell line: MOLT-4.